This data is from Forward reaction prediction with 1.9M reactions from USPTO patents (1976-2016). The task is: Predict the product of the given reaction. (1) Given the reactants C(O[C:4](=[O:38])[CH:5]=[C:6]([O:29][C:30]1[CH:35]=[CH:34][CH:33]=[C:32]([Cl:36])[C:31]=1[Cl:37])[CH2:7][NH:8][C@H:9]([C:16](=[O:28])[NH:17][C:18]1[CH:22]=[CH:21][N:20]([CH2:23][C:24]([OH:27])([CH3:26])[CH3:25])[N:19]=1)[CH2:10][C@H:11]([O:13][CH2:14][CH3:15])[CH3:12])C, predict the reaction product. The product is: [OH:27][C:24]([CH3:25])([CH3:26])[CH2:23][N:20]1[CH:21]=[CH:22][C:18]([NH:17][C:16](=[O:28])[C@@H:9]([N:8]2[CH2:7][C:6]([O:29][C:30]3[CH:35]=[CH:34][CH:33]=[C:32]([Cl:36])[C:31]=3[Cl:37])=[CH:5][C:4]2=[O:38])[CH2:10][C@H:11]([O:13][CH2:14][CH3:15])[CH3:12])=[N:19]1. (2) Given the reactants [CH3:1][O:2][C:3]1[CH:8]=[CH:7][CH:6]=[CH:5][C:4]=1[C:9]1[CH:14]=[CH:13][C:12]([CH2:15][C:16](O)=[O:17])=[C:11]([N+:19]([O-])=O)[CH:10]=1, predict the reaction product. The product is: [CH3:1][O:2][C:3]1[CH:8]=[CH:7][CH:6]=[CH:5][C:4]=1[C:9]1[CH:10]=[C:11]2[C:12]([CH2:15][C:16](=[O:17])[NH:19]2)=[CH:13][CH:14]=1. (3) Given the reactants [NH2:1][C:2]1[C:7]([OH:8])=[C:6]([Cl:9])[N:5]=[C:4]([C:10]2[CH:15]=[CH:14][CH:13]=[C:12]([F:16])[CH:11]=2)[N:3]=1.C([O-])([O-])=O.[K+].[K+].Cl[CH2:24][C:25](Cl)=[O:26], predict the reaction product. The product is: [Cl:9][C:6]1[C:7]2[O:8][CH2:24][C:25](=[O:26])[NH:1][C:2]=2[N:3]=[C:4]([C:10]2[CH:15]=[CH:14][CH:13]=[C:12]([F:16])[CH:11]=2)[N:5]=1. (4) Given the reactants [Cl:1][C:2]1[N:3]=[C:4](Cl)[C:5]2[CH:10]=[C:9]([CH3:11])[N:8]([S:12]([C:15]3[CH:20]=[CH:19][C:18]([CH3:21])=[CH:17][CH:16]=3)(=[O:14])=[O:13])[C:6]=2[N:7]=1.[NH2:23][C:24]1[CH:32]=[CH:31][CH:30]=[C:29]([F:33])[C:25]=1[C:26]([OH:28])=[O:27].C(N(C(C)C)CC)(C)C, predict the reaction product. The product is: [Cl:1][C:2]1[N:3]=[C:4]([NH:23][C:24]2[CH:32]=[CH:31][CH:30]=[C:29]([F:33])[C:25]=2[C:26]([OH:28])=[O:27])[C:5]2[CH:10]=[C:9]([CH3:11])[N:8]([S:12]([C:15]3[CH:20]=[CH:19][C:18]([CH3:21])=[CH:17][CH:16]=3)(=[O:14])=[O:13])[C:6]=2[N:7]=1. (5) Given the reactants [CH3:1][O:2][C:3](=[O:16])[C:4]1[CH:9]=[C:8](Cl)[N:7]=[C:6]([NH:11][C@H:12]([CH2:14][CH3:15])[CH3:13])[CH:5]=1.C(P(C(C)(C)C)C1C=CC=CC=1C1C=CC=CC=1)(C)(C)C.[CH3:38][NH:39][S:40]([CH:43]1[CH2:45][CH2:44]1)(=[O:42])=[O:41].[Na], predict the reaction product. The product is: [CH3:1][O:2][C:3](=[O:16])[C:4]1[CH:9]=[C:8]([N:39]([S:40]([CH:43]2[CH2:45][CH2:44]2)(=[O:42])=[O:41])[CH3:38])[N:7]=[C:6]([NH:11][C@H:12]([CH2:14][CH3:15])[CH3:13])[CH:5]=1. (6) Given the reactants ClC1C(NC2C=C(OC)NN=2)=NC([NH:8][C@H:9]([C:11]2[N:16]=[CH:15][C:14]([F:17])=[CH:13][N:12]=2)[CH3:10])=NC=1.Cl[C:27]1[N:32]=[C:31]([NH:33][C:34]2[CH:38]=[C:37]([CH3:39])[NH:36][N:35]=2)[C:30]([CH3:40])=[CH:29][N:28]=1.CCN(C(C)C)C(C)C, predict the reaction product. The product is: [F:17][C:14]1[CH:13]=[N:12][C:11]([C@@H:9]([NH:8][C:27]2[N:32]=[C:31]([NH:33][C:34]3[CH:38]=[C:37]([CH3:39])[NH:36][N:35]=3)[C:30]([CH3:40])=[CH:29][N:28]=2)[CH3:10])=[N:16][CH:15]=1. (7) Given the reactants [O:1]1[C:5]2([CH2:10][CH2:9][CH:8]([C:11]#[N:12])[CH2:7][CH2:6]2)[O:4][CH2:3][CH2:2]1.[CH3:13]I.[Cl-].[NH4+], predict the reaction product. The product is: [CH3:13][C:8]1([C:11]#[N:12])[CH2:9][CH2:10][C:5]2([O:4][CH2:3][CH2:2][O:1]2)[CH2:6][CH2:7]1. (8) Given the reactants C([O:5][N:6]=[C:7]1[C:16]2[C:11](=[CH:12][CH:13]=[C:14]([OH:17])[CH:15]=2)[O:10][C:9]([C:18]2[N:19]=[CH:20][C:21]3[N:22]([CH:24]=[CH:25][CH:26]=3)[CH:23]=2)=[CH:8]1)(C)(C)C.Cl.[Cl:28][CH2:29][CH2:30][N:31]1[CH:35]=[CH:34][N:33]=[CH:32]1, predict the reaction product. The product is: [ClH:28].[N:31]1([CH2:30][CH2:29][O:17][C:14]2[CH:15]=[C:16]3[C:11](=[CH:12][CH:13]=2)[O:10][C:9]([C:18]2[N:19]=[CH:20][C:21]4[N:22]([CH:24]=[CH:25][CH:26]=4)[CH:23]=2)=[CH:8][C:7]3=[N:6][OH:5])[CH:35]=[CH:34][N:33]=[CH:32]1. (9) Given the reactants [NH2:1][C:2]1[CH:3]=[CH:4][C:5]2[CH2:11][N:10]([CH3:12])[CH2:9][C:8](=[O:13])[NH:7][C:6]=2[CH:14]=1.Cl[C:16]1[N:21]=[C:20]([NH:22][C:23]2[CH:32]=[CH:31][CH:30]=[CH:29][C:24]=2[C:25]([NH:27][CH3:28])=[O:26])[C:19]([Cl:33])=[CH:18][N:17]=1.C12(CS(O)(=O)=O)C(C)(C)C(CC1)CC2=O, predict the reaction product. The product is: [Cl:33][C:19]1[C:20]([NH:22][C:23]2[CH:32]=[CH:31][CH:30]=[CH:29][C:24]=2[C:25]([NH:27][CH3:28])=[O:26])=[N:21][C:16]([NH:1][C:2]2[CH:3]=[CH:4][C:5]3[CH2:11][N:10]([CH3:12])[CH2:9][C:8](=[O:13])[NH:7][C:6]=3[CH:14]=2)=[N:17][CH:18]=1.